Predict the reaction yield, written as a fraction of the theoretical maximum amount of product (1.0 means a 100% yield; for example, 0.34 means a 34% yield). From a dataset of Reaction yield outcomes from USPTO patents with 853,638 reactions. (1) The yield is 0.400. The catalyst is O1CCCC1.C1(C)C=CC=CC=1.C(OCC)(=O)C. The product is [CH:1]1([C:7]2[CH:12]=[CH:11][C:10]([C:13]3[NH:17][CH:16]=[C:15]([CH2:18][OH:19])[CH:14]=3)=[CH:9][CH:8]=2)[CH2:2][CH2:3][CH2:4][CH2:5][CH2:6]1. The reactants are [CH:1]1([C:7]2[CH:12]=[CH:11][C:10]([C:13]3[NH:17][CH:16]=[C:15]([C:18](OC)=[O:19])[CH:14]=3)=[CH:9][CH:8]=2)[CH2:6][CH2:5][CH2:4][CH2:3][CH2:2]1.[H-].C([Al+]CC(C)C)C(C)C.Cl. (2) The reactants are [CH2:1]([O:3][C:4]([CH:6]1[CH:10]([CH2:11][CH3:12])[CH2:9][CH:8]([CH2:13][S:14]([OH:17])(=[O:16])=O)[CH2:7]1)=[O:5])[CH3:2].C(Cl)(=O)C(Cl)=O.[CH2:24]([NH:26][CH2:27][CH3:28])[CH3:25]. The catalyst is C(Cl)Cl.CN(C=O)C. The product is [CH2:24]([N:26]([CH2:27][CH3:28])[S:14]([CH2:13][CH:8]1[CH2:7][CH:6]([C:4]([O:3][CH2:1][CH3:2])=[O:5])[CH:10]([CH2:11][CH3:12])[CH2:9]1)(=[O:16])=[O:17])[CH3:25]. The yield is 0.300. (3) The reactants are O[C:2]1[C:7]([C:8]#[N:9])=[C:6]([C:10]2[CH:15]=[C:14]([O:16][CH3:17])[CH:13]=[CH:12][N:11]=2)[N:5]=[C:4]([S:18][CH3:19])[N:3]=1.P(Cl)(Cl)([Cl:22])=O. The catalyst is O1CCOCC1.CN(C=O)C. The yield is 0.920. The product is [Cl:22][C:2]1[C:7]([C:8]#[N:9])=[C:6]([C:10]2[CH:15]=[C:14]([O:16][CH3:17])[CH:13]=[CH:12][N:11]=2)[N:5]=[C:4]([S:18][CH3:19])[N:3]=1. (4) The catalyst is O. The yield is 0.840. The reactants are CO.[Br:3][C:4]1[CH:9]=[CH:8][C:7]([O:10][CH:11]([F:13])[F:12])=[C:6]([O:14][CH:15]([CH:22]2[CH2:24][CH2:23]2)[C:16]#[C:17][Si](C)(C)C)[CH:5]=1.C(=O)([O-])[O-].[K+].[K+]. The product is [Br:3][C:4]1[CH:9]=[CH:8][C:7]([O:10][CH:11]([F:13])[F:12])=[C:6]([O:14][CH:15]([CH:22]2[CH2:24][CH2:23]2)[C:16]#[CH:17])[CH:5]=1. (5) The reactants are [Cl:1][C:2]1[CH:3]=[C:4]([C:8]2[O:12][N:11]=[C:10]([C@@H:13]3[N:17]4[CH2:18][CH2:19][NH:20][CH2:21][C@@H:16]4[CH2:15][CH2:14]3)[CH:9]=2)[CH:5]=[CH:6][CH:7]=1.CCN(CC)CC.[CH2:29]([O:31][C:32](Cl)=[O:33])[CH3:30]. The catalyst is C(Cl)Cl. The product is [Cl:1][C:2]1[CH:3]=[C:4]([C:8]2[O:12][N:11]=[C:10]([C@@H:13]3[N:17]4[CH2:18][CH2:19][N:20]([C:32]([O:31][CH2:29][CH3:30])=[O:33])[CH2:21][C@@H:16]4[CH2:15][CH2:14]3)[CH:9]=2)[CH:5]=[CH:6][CH:7]=1. The yield is 0.520. (6) The reactants are [CH2:1]1[C:5]2([CH2:9][CH2:8][CH2:7][CH2:6]2)[CH:4]([OH:10])[CH2:3][NH:2]1.C([O-])([O-])=O.[Na+].[Na+].[CH3:17][C:18]([O:21][C:22](O[C:22]([O:21][C:18]([CH3:20])([CH3:19])[CH3:17])=[O:23])=[O:23])([CH3:20])[CH3:19]. The catalyst is C1COCC1.O. The product is [OH:10][CH:4]1[C:5]2([CH2:9][CH2:8][CH2:7][CH2:6]2)[CH2:1][N:2]([C:22]([O:21][C:18]([CH3:20])([CH3:19])[CH3:17])=[O:23])[CH2:3]1. The yield is 0.567. (7) The reactants are [Cl:1][C:2]1[CH:3]=[N+:4]([O-:43])[CH:5]=[C:6]([Cl:42])[C:7]=1[CH2:8][C@@H:9]([C:27]1[CH:32]=[CH:31][C:30]([O:33][CH:34]([F:36])[F:35])=[C:29]([O:37][CH2:38][CH:39]2[CH2:41][CH2:40]2)[CH:28]=1)[O:10][C:11](=[O:26])[C:12]1[CH:17]=[CH:16][C:15]([O:18][CH3:19])=[C:14]([O:20][S:21]([CH:24]=[CH2:25])(=[O:23])=[O:22])[CH:13]=1.[NH:44]([CH2:48][CH2:49][OH:50])[CH2:45][CH2:46][OH:47]. The catalyst is CCO. The product is [OH:47][CH2:46][CH2:45][N:44]([CH2:48][CH2:49][OH:50])[CH2:25][CH2:24][S:21]([O:20][C:14]1[CH:13]=[C:12]([CH:17]=[CH:16][C:15]=1[O:18][CH3:19])[C:11]([O:10][C@H:9]([C:27]1[CH:32]=[CH:31][C:30]([O:33][CH:34]([F:35])[F:36])=[C:29]([O:37][CH2:38][CH:39]2[CH2:41][CH2:40]2)[CH:28]=1)[CH2:8][C:7]1[C:6]([Cl:42])=[CH:5][N+:4]([O-:43])=[CH:3][C:2]=1[Cl:1])=[O:26])(=[O:23])=[O:22]. The yield is 0.590.